Task: Predict which catalyst facilitates the given reaction.. Dataset: Catalyst prediction with 721,799 reactions and 888 catalyst types from USPTO Reactant: [Cl:1][C:2]1[C:3]2[CH:10]=[CH:9][S:8][C:4]=2[N:5]=[CH:6][N:7]=1.C(O)(C)C.[CH3:15][O:16][C:17]1[CH:23]=[CH:22][C:21]([O:24][CH3:25])=[CH:20][C:18]=1[NH2:19].Cl. Product: [ClH:1].[CH3:15][O:16][C:17]1[CH:23]=[CH:22][C:21]([O:24][CH3:25])=[CH:20][C:18]=1[NH:19][C:2]1[C:3]2[CH:10]=[CH:9][S:8][C:4]=2[N:5]=[CH:6][N:7]=1. The catalyst class is: 28.